From a dataset of Peptide-MHC class I binding affinity with 185,985 pairs from IEDB/IMGT. Regression. Given a peptide amino acid sequence and an MHC pseudo amino acid sequence, predict their binding affinity value. This is MHC class I binding data. (1) The peptide sequence is TPSHYSGNI. The MHC is HLA-A02:01 with pseudo-sequence HLA-A02:01. The binding affinity (normalized) is 0.0847. (2) The binding affinity (normalized) is 0.312. The MHC is Mamu-B08 with pseudo-sequence Mamu-B08. The peptide sequence is RRTPKKAKA. (3) The peptide sequence is AQIGVIGVF. The MHC is BoLA-HD6 with pseudo-sequence BoLA-HD6. The binding affinity (normalized) is 0.566. (4) The peptide sequence is RGFAAPQF. The MHC is Mamu-A07 with pseudo-sequence Mamu-A07. The binding affinity (normalized) is 0. (5) The peptide sequence is SVITQACPKI. The MHC is H-2-Db with pseudo-sequence H-2-Db. The binding affinity (normalized) is 0.397.